From a dataset of Forward reaction prediction with 1.9M reactions from USPTO patents (1976-2016). Predict the product of the given reaction. (1) Given the reactants [Br:1][C:2]1[C:13]([F:14])=[CH:12][C:5]2[C:6]([C:9]([OH:11])=[O:10])=[N:7][S:8][C:4]=2[CH:3]=1.OS(O)(=O)=O.[C:20]([O-])([O-])=O.[Na+].[Na+], predict the reaction product. The product is: [Br:1][C:2]1[C:13]([F:14])=[CH:12][C:5]2[C:6]([C:9]([O:11][CH3:20])=[O:10])=[N:7][S:8][C:4]=2[CH:3]=1. (2) Given the reactants Br[C:2]1[CH:3]=[CH:4][C:5]([F:21])=[C:6]([CH:20]=1)[CH2:7][O:8][C:9]1[CH:14]=[CH:13][CH:12]=[CH:11][C:10]=1[CH2:15][C:16]([O:18]C)=[O:17].Cl.[NH2:23][CH2:24][C:25]1[CH:26]=[C:27](B(O)O)[CH:28]=[CH:29][CH:30]=1.C(Cl)Cl.[O-]P([O-])([O-])=O.[K+].[K+].[K+], predict the reaction product. The product is: [NH2:23][CH2:24][C:25]1[CH:30]=[C:29]([C:2]2[CH:3]=[CH:4][C:5]([F:21])=[C:6]([CH2:7][O:8][C:9]3[CH:14]=[CH:13][CH:12]=[CH:11][C:10]=3[CH2:15][C:16]([OH:18])=[O:17])[CH:20]=2)[CH:28]=[CH:27][CH:26]=1. (3) The product is: [NH2:8][C:6]1[N:7]=[C:2]([C:15]#[N:16])[CH:3]=[CH:4][CH:5]=1. Given the reactants Br[C:2]1[N:7]=[C:6]([NH2:8])[CH:5]=[CH:4][CH:3]=1.C(OCC)(=O)C.[CH3:15][N:16](C)C=O, predict the reaction product.